Task: Predict the reaction yield, written as a fraction of the theoretical maximum amount of product (1.0 means a 100% yield; for example, 0.34 means a 34% yield).. Dataset: Reaction yield outcomes from USPTO patents with 853,638 reactions (1) The reactants are C1(P(C2CCCCC2)C2C=CC=CC=2C2C=CC=CC=2)CCCCC1.[CH3:26][O:27][C:28]1[CH:29]=[C:30]([NH2:40])[CH:31]=[CH:32][C:33]=1[N:34]1[CH:38]=[N:37][C:36]([CH3:39])=[N:35]1.[CH2:41]([C:48]1[CH:53]=[C:52]([CH3:54])[N:51]=[C:50](Cl)[N:49]=1)[C:42]1[CH:47]=[CH:46][CH:45]=[CH:44][CH:43]=1.O. The catalyst is O1CCOCC1.C([O-])(=O)C.[Pd+2].C([O-])(=O)C. The product is [CH2:41]([C:48]1[CH:53]=[C:52]([CH3:54])[N:51]=[C:50]([NH:40][C:30]2[CH:31]=[CH:32][C:33]([N:34]3[CH:38]=[N:37][C:36]([CH3:39])=[N:35]3)=[C:28]([O:27][CH3:26])[CH:29]=2)[N:49]=1)[C:42]1[CH:43]=[CH:44][CH:45]=[CH:46][CH:47]=1. The yield is 0.300. (2) The reactants are [F:1][C:2]1[CH:3]=[CH:4][C:5]2[N:6]([C:8]([C:11]3[N:16]=[C:15]([NH:17][C@@H:18]4[CH2:23][CH2:22][CH2:21][NH:20][CH2:19]4)[CH:14]=[CH:13][N:12]=3)=[CH:9][N:10]=2)[CH:7]=1.[C:24]([CH2:26][S:27](Cl)(=[O:29])=[O:28])#[N:25].C(N(CC)CC)C. The catalyst is ClCCl.O. The product is [F:1][C:2]1[CH:3]=[CH:4][C:5]2[N:6]([C:8]([C:11]3[N:16]=[C:15]([NH:17][C@@H:18]4[CH2:23][CH2:22][CH2:21][N:20]([S:27]([CH2:26][C:24]#[N:25])(=[O:29])=[O:28])[CH2:19]4)[CH:14]=[CH:13][N:12]=3)=[CH:9][N:10]=2)[CH:7]=1. The yield is 0.0300. (3) The reactants are Cl[C:2]1[C:7]([C:8]([F:11])([F:10])[F:9])=[CH:6][N:5]=[C:4]([NH:12][C:13]2[CH:27]=[CH:26][C:16]([CH2:17][P:18](=[O:25])([O:22][CH2:23][CH3:24])[O:19][CH2:20][CH3:21])=[CH:15][CH:14]=2)[N:3]=1.[NH2:28][C:29]1[CH:30]=[CH:31][C:32]([Br:40])=[C:33]2[C:37]=1[C:36](=[O:38])[N:35]([CH3:39])[CH2:34]2. No catalyst specified. The product is [Br:40][C:32]1[CH:31]=[CH:30][C:29]([NH:28][C:2]2[C:7]([C:8]([F:10])([F:11])[F:9])=[CH:6][N:5]=[C:4]([NH:12][C:13]3[CH:14]=[CH:15][C:16]([CH2:17][P:18](=[O:25])([O:19][CH2:20][CH3:21])[O:22][CH2:23][CH3:24])=[CH:26][CH:27]=3)[N:3]=2)=[C:37]2[C:33]=1[CH2:34][N:35]([CH3:39])[C:36]2=[O:38]. The yield is 0.380. (4) The reactants are [O:1]=[C:2]1[C:11]2[CH:10]=[CH:9][CH:8]=[C:7]3[NH:12][CH:13]([C:21]4[CH:28]=[CH:27][C:24]([CH:25]=O)=[CH:23][CH:22]=4)[CH:14]([C:15]4[CH:20]=[CH:19][CH:18]=[CH:17][CH:16]=4)[C:5]([C:6]=23)=[N:4][NH:3]1.[CH3:29][NH:30][CH3:31].[BH4-].[Na+]. No catalyst specified. The product is [CH3:29][N:30]([CH2:25][C:24]1[CH:27]=[CH:28][C:21]([CH:13]2[NH:12][C:7]3[C:6]4[C:5](=[N:4][NH:3][C:2](=[O:1])[C:11]=4[CH:10]=[CH:9][CH:8]=3)[CH:14]2[C:15]2[CH:20]=[CH:19][CH:18]=[CH:17][CH:16]=2)=[CH:22][CH:23]=1)[CH3:31]. The yield is 0.320. (5) The reactants are C([NH:6][C:7]1[CH:12]=[CH:11][C:10]([N+:13]([O-:15])=[O:14])=[CH:9][C:8]=1[C:16]#[C:17][C:18]([CH3:24])(C)[C:19](OC)=O)(=O)CCC.CCCC[N+](CCCC)(CCCC)CCCC.[F-]. The catalyst is CN(C=O)C. The product is [CH:18]([C:17]1[NH:6][C:7]2[C:8]([CH:16]=1)=[CH:9][C:10]([N+:13]([O-:15])=[O:14])=[CH:11][CH:12]=2)([CH3:24])[CH3:19]. The yield is 0.330. (6) The reactants are C([O:8][C:9](=[O:21])[NH:10][C:11]1C=CC2OCC[O:18][C:13]=2[CH:12]=1)C1C=CC=CC=1.[Li][CH2:23]CCC.[C:27]([O:32][CH2:33][C@H:34]1[O:36][CH2:35]1)(=O)[CH2:28][CH2:29][CH3:30].C([O-])([O-])=O.[Cs+].[Cs+]. The catalyst is C1COCC1.CC(=O)OCC. The product is [O:32]1[C:27]2[CH:28]=[CH:29][C:30]([N:10]3[CH2:11][C@@H:12]([CH2:13][OH:18])[O:8][C:9]3=[O:21])=[CH:23][C:35]=2[O:36][CH2:34][CH2:33]1. The yield is 0.620.